Predict the reaction yield, written as a fraction of the theoretical maximum amount of product (1.0 means a 100% yield; for example, 0.34 means a 34% yield). From a dataset of Reaction yield outcomes from USPTO patents with 853,638 reactions. (1) The reactants are Br[C:2]1[CH:7]=[CH:6][C:5]([S:8]([CH2:11][C@@H:12]2[CH2:16][CH2:15][CH2:14][N:13]2[C:17]([O:19][C:20]([CH3:23])([CH3:22])[CH3:21])=[O:18])(=[O:10])=[O:9])=[CH:4][CH:3]=1.[B:24]1([B:24]2[O:28][C:27]([CH3:30])([CH3:29])[C:26]([CH3:32])([CH3:31])[O:25]2)[O:28][C:27]([CH3:30])([CH3:29])[C:26]([CH3:32])([CH3:31])[O:25]1.C([O-])(=O)C.[K+]. The catalyst is O1CCOCC1.C1C=CC(P([C]2[CH][CH][CH][CH]2)C2C=CC=CC=2)=CC=1.C1C=CC(P([C]2[CH][CH][CH][CH]2)C2C=CC=CC=2)=CC=1.Cl[Pd]Cl.[Fe].C(Cl)Cl. The product is [CH3:31][C:26]1([CH3:32])[C:27]([CH3:30])([CH3:29])[O:28][B:24]([C:2]2[CH:7]=[CH:6][C:5]([S:8]([CH2:11][C@@H:12]3[CH2:16][CH2:15][CH2:14][N:13]3[C:17]([O:19][C:20]([CH3:23])([CH3:22])[CH3:21])=[O:18])(=[O:10])=[O:9])=[CH:4][CH:3]=2)[O:25]1. The yield is 0.920. (2) The reactants are [C:1]1([C:7]([SH:20])([C:14]2[CH:19]=[CH:18][CH:17]=[CH:16][CH:15]=2)[C:8]2[CH:13]=[CH:12][CH:11]=[CH:10][CH:9]=2)[CH:6]=[CH:5][CH:4]=[CH:3][CH:2]=1.[N:21](OC(C)(C)C)=[O:22]. The catalyst is C(Cl)Cl. The product is [N:21]([S:20][C:7]([C:8]1[CH:13]=[CH:12][CH:11]=[CH:10][CH:9]=1)([C:14]1[CH:15]=[CH:16][CH:17]=[CH:18][CH:19]=1)[C:1]1[CH:6]=[CH:5][CH:4]=[CH:3][CH:2]=1)=[O:22]. The yield is 0.980. (3) The reactants are [CH2:1]([N:8]1[C:12]([CH2:13][CH2:14][N:15]2C(=O)C3C(=CC=CC=3)C2=O)=[CH:11][C:10]([CH3:26])=[N:9]1)[C:2]1[CH:7]=[CH:6][CH:5]=[CH:4][CH:3]=1.NN.CO.C(Cl)Cl. The catalyst is C(O)C. The product is [CH2:1]([N:8]1[C:12]([CH2:13][CH2:14][NH2:15])=[CH:11][C:10]([CH3:26])=[N:9]1)[C:2]1[CH:3]=[CH:4][CH:5]=[CH:6][CH:7]=1. The yield is 0.800.